From a dataset of Full USPTO retrosynthesis dataset with 1.9M reactions from patents (1976-2016). Predict the reactants needed to synthesize the given product. (1) Given the product [OH:23][B:19]1[C:13]2[CH:12]=[C:11]([O:4][C:5]3[CH:6]=[CH:7][CH:8]=[CH:9][CH:10]=3)[CH:18]=[CH:17][C:14]=2[CH:21]([C:27]#[N:2])[O:20]1, predict the reactants needed to synthesize it. The reactants are: [C-]#[N:2].[Na+].[O:4]([C:11]1[CH:18]=[CH:17][C:14](C=O)=[C:13]([B:19]2[O:23]C(C)(C)[C:21]([CH3:27])(C)[O:20]2)[CH:12]=1)[C:5]1[CH:10]=[CH:9][CH:8]=[CH:7][CH:6]=1.Cl. (2) Given the product [N+:1]([C:4]1[CH:9]=[CH:8][C:7]([O:10][CH2:27][C:28]([O:30][CH2:31][CH2:32][O:33][CH2:34][CH2:35][O:36][C:37](=[O:40])[CH2:38][O:14][C:11]2[CH:8]=[CH:9][C:4]([N+:1]([O-:3])=[O:2])=[CH:5][CH:6]=2)=[O:29])=[CH:6][CH:5]=1)([O-:3])=[O:2], predict the reactants needed to synthesize it. The reactants are: [N+:1]([C:4]1[CH:9]=[CH:8][C:7]([OH:10])=[CH:6][CH:5]=1)([O-:3])=[O:2].[C:11](=[O:14])([O-])[O-].[K+].[K+].[I-].[Na+].P(O)([O-])([O-])=O.[Na+].[Na+].Cl[CH2:27][C:28]([O:30][CH2:31][CH2:32][O:33][CH2:34][CH2:35][O:36][C:37](=[O:40])[CH2:38]Cl)=[O:29]. (3) The reactants are: [Cl:1][C:2]1[CH:7]=[C:6]([S:8]([CH3:11])(=[O:10])=[O:9])[CH:5]=[CH:4][C:3]=1[C:12]1[CH:17]=[CH:16][C:15]([C@H:18]([NH:23][C@H:24]([C:30](O)=[O:31])[CH2:25][C:26]([F:29])([CH3:28])[CH3:27])[C:19]([F:22])([F:21])[F:20])=[CH:14][CH:13]=1.[NH2:33][C@H:34]([C:45]#[N:46])[CH2:35][C:36]1[CH:43]=[CH:42][C:39]([C:40]#[N:41])=[CH:38][C:37]=1[F:44]. Given the product [C:45]([CH:34]([NH:33][C:30](=[O:31])[C@@H:24]([NH:23][C@@H:18]([C:15]1[CH:16]=[CH:17][C:12]([C:3]2[CH:4]=[CH:5][C:6]([S:8]([CH3:11])(=[O:10])=[O:9])=[CH:7][C:2]=2[Cl:1])=[CH:13][CH:14]=1)[C:19]([F:22])([F:21])[F:20])[CH2:25][C:26]([F:29])([CH3:27])[CH3:28])[CH2:35][C:36]1[CH:43]=[CH:42][C:39]([C:40]#[N:41])=[CH:38][C:37]=1[F:44])#[N:46], predict the reactants needed to synthesize it. (4) Given the product [Br:1][C:2]1[CH:9]=[C:6]([CH:7]([CH:16]2[CH2:20][CH2:19][CH2:18][CH2:17]2)[NH:15][S:12]([CH2:10][CH3:11])(=[O:14])=[O:13])[CH:5]=[N:4][CH:3]=1, predict the reactants needed to synthesize it. The reactants are: [Br:1][C:2]1[CH:3]=[N:4][CH:5]=[C:6]([CH:9]=1)[CH:7]=O.[CH2:10]([S:12]([NH2:15])(=[O:14])=[O:13])[CH3:11].[CH:16]1([Mg]Br)[CH2:20][CH2:19][CH2:18][CH2:17]1. (5) Given the product [Cl:1][C:2]1[CH:3]=[CH:4][C:5]([O:19][CH3:20])=[C:6]([CH2:7][C:8]2[O:12][C:11]([C:13]([O:15][CH2:16][CH3:17])=[O:14])=[C:10]([CH3:22])[CH:9]=2)[CH:18]=1, predict the reactants needed to synthesize it. The reactants are: [Cl:1][C:2]1[CH:3]=[CH:4][C:5]([O:19][CH3:20])=[C:6]([CH:18]=1)[CH2:7][C:8]1[O:12][C:11]([C:13]([O:15][CH2:16][CH3:17])=[O:14])=[CH:10][CH:9]=1.Cl[CH2:22]C1OC(C(OCC)=O)=C(C)C=1.